Dataset: Full USPTO retrosynthesis dataset with 1.9M reactions from patents (1976-2016). Task: Predict the reactants needed to synthesize the given product. (1) Given the product [S:19]1[CH:2]=[C:3]([CH:5]2[CH2:10][CH2:9][N:8]([C:11]([O:13][C:14]([CH3:17])([CH3:16])[CH3:15])=[O:12])[CH2:7][CH2:6]2)[N:20]=[CH:18]1, predict the reactants needed to synthesize it. The reactants are: Br[CH2:2][C:3]([CH:5]1[CH2:10][CH2:9][N:8]([C:11]([O:13][C:14]([CH3:17])([CH3:16])[CH3:15])=[O:12])[CH2:7][CH2:6]1)=O.[CH:18]([NH2:20])=[S:19]. (2) The reactants are: [Cl:1][C:2]1[C:3]2[CH:10]=[CH:9][NH:8][C:4]=2[N:5]=[CH:6][N:7]=1.O.[NH2:12][NH2:13]. Given the product [ClH:1].[NH:12]([C:2]1[C:3]2[CH:10]=[CH:9][NH:8][C:4]=2[N:5]=[CH:6][N:7]=1)[NH2:13], predict the reactants needed to synthesize it. (3) Given the product [Br:1][C:2]1[CH:9]=[CH:8][C:5]([CH:6]=[O:7])=[C:4]([O:10][CH:19]([C:18]#[CH:21])[CH3:20])[CH:3]=1, predict the reactants needed to synthesize it. The reactants are: [Br:1][C:2]1[CH:9]=[CH:8][C:5]([CH:6]=[O:7])=[C:4]([OH:10])[CH:3]=1.C([O-])([O-])=O.[K+].[K+].Br[CH:18]([CH3:21])[C:19]#[CH:20]. (4) The reactants are: [Cl:1][C:2]1[CH:3]=[C:4]([NH:9][C:10]([NH:12][C:13]2[CH:18]=[C:17]([C:19]([F:22])([F:21])[F:20])[CH:16]=[CH:15][C:14]=2[Cl:23])=[O:11])[C:5]([OH:8])=[CH:6][CH:7]=1.[Br:24]N1C(=O)CCC1=O.O. Given the product [Br:24][C:6]1[C:5]([OH:8])=[C:4]([NH:9][C:10]([NH:12][C:13]2[CH:18]=[C:17]([C:19]([F:21])([F:20])[F:22])[CH:16]=[CH:15][C:14]=2[Cl:23])=[O:11])[CH:3]=[C:2]([Cl:1])[CH:7]=1, predict the reactants needed to synthesize it. (5) The reactants are: [CH:1]1([N:5]2[CH2:10][CH2:9][CH:8]([O:11][C:12]3[CH:19]=[CH:18][C:15]([C:16]#[N:17])=[CH:14][CH:13]=3)[CH2:7][CH2:6]2)[CH2:4][CH2:3][CH2:2]1.[H-].[Al+3].[Li+].[H-].[H-].[H-]. Given the product [CH:1]1([N:5]2[CH2:6][CH2:7][CH:8]([O:11][C:12]3[CH:13]=[CH:14][C:15]([CH2:16][NH2:17])=[CH:18][CH:19]=3)[CH2:9][CH2:10]2)[CH2:4][CH2:3][CH2:2]1, predict the reactants needed to synthesize it. (6) Given the product [Cl:9][C:8]1[C:7](=[O:19])[C@H:6]2[O:12][C@@:3]([CH2:13][O:14][CH2:15][CH3:16])([C:2]=1[Cl:1])[CH:4]=[CH:5]2, predict the reactants needed to synthesize it. The reactants are: [Cl:1][C:2]1[C@:3]2([CH2:13][O:14][CH2:15][CH3:16])[O:12][C@H:6]([C:7](Cl)(Cl)[C:8]=1[Cl:9])[CH:5]=[CH:4]2.CC(C)=[O:19].C(=O)(O)[O-].[Na+]. (7) Given the product [CH2:11]([O:18][CH2:19][CH:20]=[O:21])[C:12]1[CH:17]=[CH:16][CH:15]=[CH:14][CH:13]=1, predict the reactants needed to synthesize it. The reactants are: CS(C)=O.C(Cl)(=O)C(Cl)=O.[CH2:11]([O:18][CH2:19][CH2:20][OH:21])[C:12]1[CH:17]=[CH:16][CH:15]=[CH:14][CH:13]=1.CCN(CC)CC.